Dataset: Tyrosyl-DNA phosphodiesterase HTS with 341,365 compounds. Task: Binary Classification. Given a drug SMILES string, predict its activity (active/inactive) in a high-throughput screening assay against a specified biological target. (1) The drug is S(=O)(=O)(NCCc1cc(OCC)c(OCC)cc1)c1cc2oc(=O)n(c2cc1)C. The result is 0 (inactive). (2) The molecule is [Sn](n1ncnc1)(C1CCCCC1)(C1CCCCC1)C1CCCCC1. The result is 0 (inactive). (3) The result is 0 (inactive). The drug is O1C(COc2c1cccc2)C(=O)NCC(=O)N\N=C\c1cc([N+]([O-])=O)c(OC)cc1. (4) The result is 0 (inactive). The molecule is S(c1n(c(nn1)c1ncccc1)C)CC(=O)c1ccc(F)cc1. (5) The drug is S(=O)(=O)(N1CCCC1)c1cc2c(n(cc(C(=O)N3CC(CC(C3)C)C)c2=O)CC)cc1. The result is 0 (inactive).